The task is: Predict which catalyst facilitates the given reaction.. This data is from Catalyst prediction with 721,799 reactions and 888 catalyst types from USPTO. (1) Reactant: [F:1][C:2]1[CH:3]=[N:4][CH:5]=[C:6]([CH:10]=1)[C:7]([OH:9])=O.Cl.C(N=C=NCCCN(C)C)C.[F:23][CH:24]([F:33])[O:25][C:26]1[N:30]([CH3:31])[N:29]=[C:28]([NH2:32])[CH:27]=1. Product: [F:33][CH:24]([F:23])[O:25][C:26]1[N:30]([CH3:31])[N:29]=[C:28]([NH:32][C:7](=[O:9])[C:6]2[CH:10]=[C:2]([F:1])[CH:3]=[N:4][CH:5]=2)[CH:27]=1. The catalyst class is: 7. (2) Reactant: [C:1]([C:5]1[CH:9]=[C:8]([C:10]#[N:11])[NH:7][N:6]=1)([CH3:4])([CH3:3])[CH3:2].[C:12]1([S:18](Cl)(=[O:20])=[O:19])[CH:17]=[CH:16][CH:15]=[CH:14][CH:13]=1.C(OCC)(=O)C.CCCCCC. Product: [C:1]([C:5]1[CH:9]=[C:8]([CH2:10][NH2:11])[N:7]([S:18]([C:12]2[CH:17]=[CH:16][CH:15]=[CH:14][CH:13]=2)(=[O:20])=[O:19])[N:6]=1)([CH3:4])([CH3:2])[CH3:3]. The catalyst class is: 4. (3) Reactant: [C@@H:1]1([OH:10])[CH2:8][CH2:7][CH2:6][CH2:5][CH2:4][CH2:3][C@@H:2]1[OH:9]. The catalyst class is: 4. Product: [CH:1](=[O:10])[CH2:8][CH2:7][CH2:6][CH2:5][CH2:4][CH2:3][CH:2]=[O:9]. (4) Reactant: [C:1]([O:5][C:6]([N:8]1[CH2:13][CH2:12][N:11]([C:14]([C:16]2[C:17]3[C:38]([CH:39]=[CH2:40])=[N:37][N:36]([CH:41]4[CH2:46][CH2:45][CH2:44][CH2:43][O:42]4)[C:18]=3[N:19]=[C:20]([C:22]3[CH:27]=[CH:26][C:25]([O:28][Si](C(C)(C)C)(C)C)=[CH:24][CH:23]=3)[CH:21]=2)=[O:15])[CH2:10][CH2:9]1)=[O:7])([CH3:4])([CH3:3])[CH3:2].I[C:48]1[CH:53]=[CH:52][C:51]([C:54]([N:56]2[CH2:61][CH2:60][CH2:59][CH2:58][CH2:57]2)=[O:55])=[CH:50][CH:49]=1.C1(C)C=CC=CC=1P(C1C=CC=CC=1C)C1C=CC=CC=1C.C(N(CC)CC)C. Product: [C:1]([O:5][C:6]([N:8]1[CH2:9][CH2:10][N:11]([C:14]([C:16]2[C:17]3[C:38](/[CH:39]=[CH:40]/[C:48]4[CH:49]=[CH:50][C:51]([C:54]([N:56]5[CH2:57][CH2:58][CH2:59][CH2:60][CH2:61]5)=[O:55])=[CH:52][CH:53]=4)=[N:37][N:36]([CH:41]4[CH2:46][CH2:45][CH2:44][CH2:43][O:42]4)[C:18]=3[N:19]=[C:20]([C:22]3[CH:23]=[CH:24][C:25]([OH:28])=[CH:26][CH:27]=3)[CH:21]=2)=[O:15])[CH2:12][CH2:13]1)=[O:7])([CH3:2])([CH3:3])[CH3:4]. The catalyst class is: 274. (5) Reactant: [C:1]([O:5][C:6]([N:8]1[CH2:13][CH2:12][CH:11]([CH2:14][C:15]([OH:17])=O)[CH2:10][CH2:9]1)=[O:7])([CH3:4])([CH3:3])[CH3:2].C(Cl)CCl.[F:22][C:23]1[CH:24]=[C:25]([CH:28]=[CH:29][C:30]=1[F:31])[CH2:26][NH2:27].C([O-])([O-])=O.[Na+].[Na+]. Product: [C:1]([O:5][C:6]([N:8]1[CH2:9][CH2:10][CH:11]([CH2:14][C:15]([NH:27][CH2:26][C:25]2[CH:28]=[CH:29][C:30]([F:31])=[C:23]([F:22])[CH:24]=2)=[O:17])[CH2:12][CH2:13]1)=[O:7])([CH3:2])([CH3:3])[CH3:4]. The catalyst class is: 2.